The task is: Predict the product of the given reaction.. This data is from Forward reaction prediction with 1.9M reactions from USPTO patents (1976-2016). (1) The product is: [NH2:7][CH:8]([C:10]1[CH:11]=[C:12]([N:16]2[CH2:20][CH2:19][CH:18]([N:21]([CH3:22])[CH3:23])[CH2:17]2)[CH:13]=[CH:14][CH:15]=1)[CH3:9]. Given the reactants C(OC(=O)[NH:7][CH:8]([C:10]1[CH:15]=[CH:14][CH:13]=[C:12]([N:16]2[CH2:20][CH2:19][CH:18]([N:21]([CH3:23])[CH3:22])[CH2:17]2)[CH:11]=1)[CH3:9])(C)(C)C.Cl, predict the reaction product. (2) Given the reactants [Cl:1][C:2]1[CH:7]=[CH:6][C:5]([Cl:8])=[CH:4][N:3]=1.[Li]C(C)(C)C.[I:14]I, predict the reaction product. The product is: [Cl:8][C:5]1[C:4]([I:14])=[N:3][C:2]([Cl:1])=[CH:7][CH:6]=1. (3) Given the reactants COC(=O)[CH2:4][CH2:5][CH2:6][CH2:7][CH2:8][CH2:9][CH2:10][CH2:11][C:12](=[O:32])[NH:13][C:14]1[CH:19]=[CH:18][CH:17]=[CH:16][C:15]=1[S:20](=[O:31])(=[O:30])[NH:21][C:22]([C@@:24]1([NH2:29])[CH2:26][C@H:25]1[CH:27]=[CH2:28])=[O:23].[C:34]([O:38][C:39]([N:41]1[CH2:45][C@H:44]([O:46][C:47]2[C:56]3[C:51](=[CH:52][C:53]([O:57][CH3:58])=[CH:54][CH:55]=3)[N:50]=[C:49]([C:59]3[N:60]=[C:61](NC(C)C)[S:62][CH:63]=3)[CH:48]=2)[CH2:43][C@H:42]1[C:68]([OH:70])=O)=[O:40])([CH3:37])([CH3:36])[CH3:35].CN([C:74]([O:78]N1N=NC2C=CC=NC1=2)=[N+](C)C)C.F[P-](F)(F)(F)(F)F.CCN(C(C)C)[CH:98]([CH3:100])[CH3:99].CN(C=[O:108])C, predict the reaction product. The product is: [C:34]([O:38][C:39]([N:41]1[CH2:45][C@H:44]([O:46][C:47]2[C:56]3[C:51](=[CH:52][C:53]([O:57][CH3:58])=[CH:54][CH:55]=3)[N:50]=[C:49]([C:59]3[N:60]=[C:61]([CH:98]([CH3:100])[CH3:99])[S:62][CH:63]=3)[CH:48]=2)[CH2:43][C@H:42]1[C:68](=[O:70])[NH:29][C@:24]1([C:22]([NH:21][S:20]([C:15]2[CH:16]=[CH:17][CH:18]=[CH:19][C:14]=2[NH:13][C:12](=[O:32])[CH2:11][CH2:10][CH2:9][CH2:8][CH2:7][CH2:6][CH2:5][C:4]([O:78][CH3:74])=[O:108])(=[O:31])=[O:30])=[O:23])[CH2:26][C@H:25]1[CH:27]=[CH2:28])=[O:40])([CH3:37])([CH3:36])[CH3:35].